Dataset: Choline transporter screen with 302,306 compounds. Task: Binary Classification. Given a drug SMILES string, predict its activity (active/inactive) in a high-throughput screening assay against a specified biological target. (1) The molecule is o1c2c(c(CN3CCN(CC3)Cc3ccccc3)cc1=O)cc(cc2)CC. The result is 0 (inactive). (2) The result is 0 (inactive). The compound is O=C(Nc1ccc(cc1)C)CCn1nnc2c1cccc2. (3) The drug is O=c1n(c2n/c(nc2c(=O)n1C)=N/NNc1ccc(cc1)C)C. The result is 0 (inactive). (4) The result is 0 (inactive). The drug is Clc1ccc(N2CCN(C3CC(=O)N(C3=O)C)CC2)cc1.